Dataset: Catalyst prediction with 721,799 reactions and 888 catalyst types from USPTO. Task: Predict which catalyst facilitates the given reaction. (1) Reactant: I[CH2:2][CH2:3][CH2:4][CH3:5].[CH2:6]([O:10][C:11]1[N:19]=[C:18]2[C:14]([N:15]=[C:16]([O:28]C)[N:17]2[CH2:20][CH2:21][CH:22]2[CH2:27][CH2:26][NH:25][CH2:24][CH2:23]2)=[C:13]([NH2:30])[N:12]=1)[CH2:7][CH2:8][CH3:9].CCN(C(C)C)C(C)C.CS(C)=O. Product: [NH2:30][C:13]1[N:12]=[C:11]([O:10][CH2:6][CH2:7][CH2:8][CH3:9])[N:19]=[C:18]2[C:14]=1[NH:15][C:16](=[O:28])[N:17]2[CH2:20][CH2:21][CH:22]1[CH2:23][CH2:24][N:25]([CH2:2][CH2:3][CH2:4][CH3:5])[CH2:26][CH2:27]1. The catalyst class is: 3. (2) Reactant: C[O:2][C:3]([CH:5]1[CH2:10][CH2:9][N:8]([C:11]([O:13][CH2:14][C:15]2[CH:20]=[CH:19][CH:18]=[CH:17][CH:16]=2)=[O:12])[CH2:7][CH2:6]1)=O.CC(C[AlH]CC(C)C)C. Product: [CH2:14]([O:13][C:11]([N:8]1[CH2:9][CH2:10][CH:5]([CH:3]=[O:2])[CH2:6][CH2:7]1)=[O:12])[C:15]1[CH:20]=[CH:19][CH:18]=[CH:17][CH:16]=1. The catalyst class is: 345. (3) Reactant: [NH:1]1[C:9]2[C:4](=[CH:5][CH:6]=[CH:7][CH:8]=2)[CH:3]=[N:2]1.Br[CH:11]([CH2:15][CH:16]([CH3:18])[CH3:17])[C:12]([OH:14])=[O:13]. Product: [N:1]1[N:2]([CH:11]([CH2:15][CH:16]([CH3:18])[CH3:17])[C:12]([OH:14])=[O:13])[CH:3]=[C:4]2[C:9]=1[CH:8]=[CH:7][CH:6]=[CH:5]2. The catalyst class is: 6. (4) Reactant: [NH2:1][C:2]1[C:6]([C:7]([O:9][CH2:10][CH3:11])=[O:8])=[C:5]([CH3:12])[N:4]([C:13]2[CH:18]=[CH:17][C:16]([N+:19]([O-:21])=[O:20])=[CH:15][CH:14]=2)[N:3]=1.C(N(CC)CC)C.Cl[C:30](Cl)([O:32]C(=O)OC(Cl)(Cl)Cl)Cl.[NH2:41][C:42]1[N:43]=[N:44][C:45]([O:48][CH3:49])=[CH:46][CH:47]=1. Product: [CH3:49][O:48][C:45]1[N:44]=[N:43][C:42]([NH:41][C:30](=[O:32])[NH:1][C:2]2[C:6]([C:7]([O:9][CH2:10][CH3:11])=[O:8])=[C:5]([CH3:12])[N:4]([C:13]3[CH:18]=[CH:17][C:16]([N+:19]([O-:21])=[O:20])=[CH:15][CH:14]=3)[N:3]=2)=[CH:47][CH:46]=1. The catalyst class is: 46. (5) Reactant: C[O:2][C:3](=[O:35])[C:4]1[CH:9]=[CH:8][C:7]([CH3:10])=[C:6]([C:11]2[CH:16]=[CH:15][N:14]=[CH:13][C:12]=2[N:17]([C:19](=[O:34])[C:20]2[CH:25]=[C:24]([C:26]([F:29])([F:28])[F:27])[CH:23]=[C:22]([C:30]([F:33])([F:32])[F:31])[CH:21]=2)[CH3:18])[CH:5]=1.O.O[Li].O.Cl. Product: [F:33][C:30]([F:31])([F:32])[C:22]1[CH:21]=[C:20]([CH:25]=[C:24]([C:26]([F:29])([F:28])[F:27])[CH:23]=1)[C:19]([N:17]([CH3:18])[C:12]1[CH:13]=[N:14][CH:15]=[CH:16][C:11]=1[C:6]1[CH:5]=[C:4]([CH:9]=[CH:8][C:7]=1[CH3:10])[C:3]([OH:35])=[O:2])=[O:34]. The catalyst class is: 225. (6) Reactant: [Cl:1][C:2]1[C:3]([O:12][CH3:13])=[C:4]([CH:7]=[CH:8][C:9]=1[O:10][CH3:11])[CH:5]=O.C(O)(=O)[CH2:15][C:16]([OH:18])=[O:17].N1CCCCC1. Product: [Cl:1][C:2]1[C:3]([O:12][CH3:13])=[C:4]([CH:5]=[CH:15][C:16]([OH:18])=[O:17])[CH:7]=[CH:8][C:9]=1[O:10][CH3:11]. The catalyst class is: 17. (7) Reactant: [CH3:1][O:2][C:3](=[O:12])[C:4]1[CH:9]=[CH:8][C:7]([CH:10]=[O:11])=[CH:6][CH:5]=1.C(O[CH2:17][CH:18]=[CH2:19])(=O)C.O.CCN(CC)CC.CC1C(C)=C(C)C(C)=C(C)C=1C. Product: [OH:11][CH:10]([C:7]1[CH:8]=[CH:9][C:4]([C:3]([O:2][CH3:1])=[O:12])=[CH:5][CH:6]=1)[CH2:19][CH:18]=[CH2:17]. The catalyst class is: 12.